This data is from Full USPTO retrosynthesis dataset with 1.9M reactions from patents (1976-2016). The task is: Predict the reactants needed to synthesize the given product. (1) The reactants are: [F:1][C:2]([F:7])([F:6])[C:3]([OH:5])=[O:4].[F:8][C:9]([F:14])([F:13])[C:10]([OH:12])=[O:11].FC(F)(F)C(O)=O.[Cl:22][C:23]1[CH:24]=[N:25][C:26]2[NH:27][C:28]3[CH:29]=[N:30][CH:31]=[C:32]([CH:54]=3)[CH2:33][CH2:34][C:35]3[CH:43]=[C:39]([NH:40][C:41]=1[N:42]=2)[CH:38]=[CH:37][C:36]=3[NH:44][C:45](=[O:53])[CH2:46][CH:47]1[CH2:52][CH2:51][NH:50][CH2:49][CH2:48]1.[O:55]1[N:59]=[CH:58][C:57]([C:60](Cl)=[O:61])=[N:56]1. Given the product [F:1][C:2]([F:7])([F:6])[C:3]([OH:5])=[O:4].[F:8][C:9]([F:14])([F:13])[C:10]([OH:12])=[O:11].[Cl:22][C:23]1[CH:24]=[N:25][C:26]2[NH:27][C:28]3[CH:29]=[N:30][CH:31]=[C:32]([CH:54]=3)[CH2:33][CH2:34][C:35]3[CH:43]=[C:39]([NH:40][C:41]=1[N:42]=2)[CH:38]=[CH:37][C:36]=3[NH:44][C:45](=[O:53])[CH2:46][CH:47]1[CH2:52][CH2:51][N:50]([C:60]([C:57]2[CH:58]=[N:59][O:55][N:56]=2)=[O:61])[CH2:49][CH2:48]1, predict the reactants needed to synthesize it. (2) Given the product [CH3:1][N+:2]1([CH3:26])[C@@H:3]2[C@@H:9]3[O:10][C@@H:8]3[C@H:7]1[CH2:6][C@@H:5]([O:11][C:12]([C:14]([OH:25])([C:15]1[S:19][CH:18]=[CH:17][CH:16]=1)[C:20]1[S:24][CH:23]=[CH:22][CH:21]=1)=[O:13])[CH2:4]2.[C:33]1([CH3:43])[CH:34]=[CH:35][C:36]([S:39]([O-:42])(=[O:40])=[O:41])=[CH:37][CH:38]=1.[CH3:1][N+:2]1([CH3:26])[C@@H:3]2[C@@H:9]3[O:10][C@@H:8]3[C@H:7]1[CH2:6][C@@H:5]([O:11][C:12]([C:14]([OH:25])([C:15]1[S:19][CH:18]=[CH:17][CH:16]=1)[C:20]1[S:24][CH:23]=[CH:22][CH:21]=1)=[O:13])[CH2:4]2, predict the reactants needed to synthesize it. The reactants are: [CH3:1][N+:2]1([CH3:26])[C@@H:7]2[C@@H:8]3[O:10][C@@H:9]3[C@H:3]1[CH2:4][C@@H:5]([O:11][C:12]([C:14]([OH:25])([C:20]1[S:24][CH:23]=[CH:22][CH:21]=1)[C:15]1[S:19][CH:18]=[CH:17][CH:16]=1)=[O:13])[CH2:6]2.O.[Br-].C(=O)(O)[O-].[C:33]1([CH3:43])[CH:38]=[CH:37][C:36]([S:39]([OH:42])(=[O:41])=[O:40])=[CH:35][CH:34]=1. (3) Given the product [CH:1]1([C:4]([N:28]2[CH2:27][CH2:26][N:25]([C:22]3[N:23]=[CH:24][C:19]([C:11]4[NH:12][C:13](=[O:18])[C:14]5[C:9]([CH:10]=4)=[C:8]([CH3:7])[CH:17]=[CH:16][CH:15]=5)=[CH:20][N:21]=3)[CH2:30][CH2:29]2)=[O:5])[CH2:3][CH2:2]1, predict the reactants needed to synthesize it. The reactants are: [CH:1]1([C:4](Cl)=[O:5])[CH2:3][CH2:2]1.[CH3:7][C:8]1[CH:17]=[CH:16][CH:15]=[C:14]2[C:9]=1[CH:10]=[C:11]([C:19]1[CH:20]=[N:21][C:22]([N:25]3[CH2:30][CH2:29][NH:28][CH2:27][CH2:26]3)=[N:23][CH:24]=1)[NH:12][C:13]2=[O:18].C(N(CC)C(C)C)(C)C.